Dataset: Reaction yield outcomes from USPTO patents with 853,638 reactions. Task: Predict the reaction yield, written as a fraction of the theoretical maximum amount of product (1.0 means a 100% yield; for example, 0.34 means a 34% yield). (1) The reactants are [CH3:1][CH:2]([CH3:60])[C@H:3]([NH:55][C:56](=[O:59])[O:57][CH3:58])[C:4]([N:6]1[CH2:10][CH2:9][CH2:8][C@H:7]1[C:11]1[NH:12][CH:13]=[C:14]([C:16]2[CH:21]=[CH:20][C:19]([C:22]3[CH:27]=[CH:26][C:25]([C:28](=O)[CH2:29][NH:30][C:31]([CH:33]4[CH2:37][CH2:36][C:35]5([CH2:42][CH2:41][O:40][CH2:39][CH2:38]5)[N:34]4[C:43](=[O:53])[C@@H:44]([NH:48][C:49]([O:51][CH3:52])=[O:50])[CH:45]([CH3:47])[CH3:46])=O)=[CH:24][CH:23]=3)=[CH:18][CH:17]=2)[N:15]=1)=[O:5].C([O-])(=O)C.[NH4+:65]. The catalyst is O1CCOCC1. The product is [CH3:60][CH:2]([CH3:1])[C@H:3]([NH:55][C:56](=[O:59])[O:57][CH3:58])[C:4]([N:6]1[CH2:10][CH2:9][CH2:8][C@H:7]1[C:11]1[NH:12][CH:13]=[C:14]([C:16]2[CH:17]=[CH:18][C:19]([C:22]3[CH:23]=[CH:24][C:25]([C:28]4[N:65]=[C:31]([CH:33]5[CH2:37][CH2:36][C:35]6([CH2:38][CH2:39][O:40][CH2:41][CH2:42]6)[N:34]5[C:43](=[O:53])[C@@H:44]([NH:48][C:49]([O:51][CH3:52])=[O:50])[CH:45]([CH3:47])[CH3:46])[NH:30][CH:29]=4)=[CH:26][CH:27]=3)=[CH:20][CH:21]=2)[N:15]=1)=[O:5]. The yield is 0.140. (2) The reactants are [F:1][C:2]1[CH:10]=[C:9]2[C:5]([C:6]([CH2:11][C:12]([O:14][CH2:15][CH3:16])=[O:13])=[N:7][NH:8]2)=[CH:4][CH:3]=1.C(=O)([O-])[O-].[Cs+].[Cs+].[N+:23]([C:26]1[CH:33]=[CH:32][C:29]([CH2:30]Br)=[CH:28][CH:27]=1)([O-:25])=[O:24]. The catalyst is O1CCCC1. The product is [F:1][C:2]1[CH:10]=[C:9]2[C:5]([C:6]([CH2:11][C:12]([O:14][CH2:15][CH3:16])=[O:13])=[N:7][N:8]2[CH2:30][C:29]2[CH:32]=[CH:33][C:26]([N+:23]([O-:25])=[O:24])=[CH:27][CH:28]=2)=[CH:4][CH:3]=1. The yield is 0.412.